This data is from hERG Central: cardiac toxicity at 1µM, 10µM, and general inhibition. The task is: Predict hERG channel inhibition at various concentrations. (1) The molecule is COc1ccc(N2CCN(C(=O)CSc3ncccc3-c3nc4ccccc4[nH]3)CC2)cc1. Results: hERG_inhib (hERG inhibition (general)): blocker. (2) The drug is c1ccc2c(NCCc3c[nH]c4ccccc34)c3ccccc3nc2c1. Results: hERG_inhib (hERG inhibition (general)): blocker.